This data is from Full USPTO retrosynthesis dataset with 1.9M reactions from patents (1976-2016). The task is: Predict the reactants needed to synthesize the given product. (1) Given the product [CH3:10][CH:9]([CH3:11])[C@H:8]([NH:7][C:6](=[O:33])[C@@H:42]([NH:41][C:39](=[O:40])[CH2:72][C:68]1[CH:69]=[CH:70][CH:71]=[C:66]([O:59][C:60]2[CH:65]=[CH:64][CH:63]=[CH:62][CH:61]=2)[CH:67]=1)[CH2:46][C:47]1[CH:48]=[C:49]([O:57][CH3:58])[C:50]([O:55][CH3:56])=[C:51]([O:53][CH3:54])[CH:52]=1)[C:12]([NH:13][C@H:14]([B:19]1[O:27][C@H:26]2[C@:21]([CH3:31])([C@H:22]3[CH2:28][C@@H:24]([CH2:25]2)[C:23]3([CH3:29])[CH3:30])[O:20]1)[CH2:15][CH:16]([CH3:17])[CH3:18])=[O:32], predict the reactants needed to synthesize it. The reactants are: C(O[C:6](=[O:33])[NH:7][C@H:8]([C:12](=[O:32])[NH:13][C@H:14]([B:19]1[O:27][C@H:26]2[C@:21]([CH3:31])([C@H:22]3[CH2:28][C@@H:24]([CH2:25]2)[C:23]3([CH3:30])[CH3:29])[O:20]1)[CH2:15][CH:16]([CH3:18])[CH3:17])[CH:9]([CH3:11])[CH3:10])(C)(C)C.C(O[C:39]([NH:41][C@@H:42]([CH2:46][C:47]1[CH:52]=[C:51]([O:53][CH3:54])[C:50]([O:55][CH3:56])=[C:49]([O:57][CH3:58])[CH:48]=1)C(O)=O)=[O:40])(C)(C)C.[O:59]([C:66]1[CH:67]=[C:68]([CH2:72]C(O)=O)[CH:69]=[CH:70][CH:71]=1)[C:60]1[CH:65]=[CH:64][CH:63]=[CH:62][CH:61]=1. (2) The reactants are: [CH:1]([C:4]1[CH:9]=[CH:8][C:7]([SH:10])=[CH:6][CH:5]=1)([CH3:3])[CH3:2].Br[C:12]1[C:13]([NH2:18])=[N:14][CH:15]=[CH:16][CH:17]=1.CC1(C)C2C=CC=C(P(C3C=CC=CC=3)C3C=CC=CC=3)C=2OC2C1=CC=CC=2P(C1C=CC=CC=1)C1C=CC=CC=1.CCN(C(C)C)C(C)C. Given the product [CH3:2][CH:1]([C:4]1[CH:9]=[CH:8][C:7]([S:10][C:12]2[C:13]([NH2:18])=[N:14][CH:15]=[CH:16][CH:17]=2)=[CH:6][CH:5]=1)[CH3:3], predict the reactants needed to synthesize it. (3) Given the product [Cl:31][C:32]1[C:41]2[C:36](=[CH:37][CH:38]=[CH:39][CH:40]=2)[C:35]([C:42]2[C:50]3[C:45](=[C:46]([F:55])[CH:47]=[C:48]([S:51]([CH3:54])(=[O:52])=[O:53])[CH:49]=3)[N:44]([CH2:11][C:12]([O:14][C:15]([CH3:18])([CH3:17])[CH3:16])=[O:13])[C:43]=2[CH3:56])=[N:34][N:33]=1, predict the reactants needed to synthesize it. The reactants are: ClC1C=C2C(=CC=1)N([CH2:11][C:12]([O:14][C:15]([CH3:18])([CH3:17])[CH3:16])=[O:13])C(C)=C2C1C2C(=CC=CC=2)C(Cl)=NN=1.[Cl:31][C:32]1[C:41]2[C:36](=[CH:37][CH:38]=[CH:39][CH:40]=2)[C:35]([C:42]2[C:50]3[C:45](=[C:46]([F:55])[CH:47]=[C:48]([S:51]([CH3:54])(=[O:53])=[O:52])[CH:49]=3)[NH:44][C:43]=2[CH3:56])=[N:34][N:33]=1.C(=O)([O-])[O-].[K+].[K+].BrCC(OC(C)(C)C)=O. (4) Given the product [Br:25][CH2:24][CH2:23][CH2:22][CH2:21][CH2:20][CH2:19][CH2:18][C:10]([CH3:12])([CH3:11])[C:9]([O:14][CH2:15][CH3:16])=[O:13], predict the reactants needed to synthesize it. The reactants are: [Li+].CC([N-]C(C)C)C.[C:9]([O:14][CH2:15][CH3:16])(=[O:13])[CH:10]([CH3:12])[CH3:11].Br[CH2:18][CH2:19][CH2:20][CH2:21][CH2:22][CH2:23][CH2:24][Br:25]. (5) Given the product [CH:25]1([CH2:28][NH:29][C:10]2[N:11]=[CH:12][C:7]3[CH:6]=[C:5]([O:4][C:3]4[CH:21]=[CH:22][CH:23]=[CH:24][C:2]=4[F:1])[C:18](=[O:19])[N:17]([CH3:20])[C:8]=3[N:9]=2)[CH2:27][CH2:26]1, predict the reactants needed to synthesize it. The reactants are: [F:1][C:2]1[CH:24]=[CH:23][CH:22]=[CH:21][C:3]=1[O:4][C:5]1[C:18](=[O:19])[N:17]([CH3:20])[C:8]2[N:9]=[C:10](S(C)(=O)=O)[N:11]=[CH:12][C:7]=2[CH:6]=1.[CH:25]1([CH2:28][NH2:29])[CH2:27][CH2:26]1. (6) Given the product [C:13]([O:12][C:10]([N:17]1[CH2:22][CH2:21][CH:20]([NH:6][CH2:5][C:4]2[CH:7]=[CH:8][CH:9]=[C:2]([CH3:1])[CH:3]=2)[CH2:19][CH2:18]1)=[O:11])([CH3:16])([CH3:14])[CH3:15], predict the reactants needed to synthesize it. The reactants are: [CH3:1][C:2]1[CH:3]=[C:4]([CH:7]=[CH:8][CH:9]=1)[CH2:5][NH2:6].[C:10]([N:17]1[CH2:22][CH2:21][C:20](=O)[CH2:19][CH2:18]1)([O:12][C:13]([CH3:16])([CH3:15])[CH3:14])=[O:11]. (7) Given the product [CH:31]([C:17]1[N:18]=[C:19]([C:21]2[CH:22]=[CH:23][C:24]([C:27]([F:29])([F:30])[F:28])=[CH:25][CH:26]=2)[S:20][C:16]=1[CH:14]([CH3:15])[CH2:13][O:12][C:9]1[CH:10]=[CH:11][C:6]([CH2:5][CH2:4][C:3]([OH:35])=[O:2])=[C:7]([CH3:34])[CH:8]=1)([CH3:32])[CH3:33], predict the reactants needed to synthesize it. The reactants are: C[O:2][C:3](=[O:35])[CH2:4][CH2:5][C:6]1[CH:11]=[CH:10][C:9]([O:12][CH2:13][CH:14]([C:16]2[S:20][C:19]([C:21]3[CH:26]=[CH:25][C:24]([C:27]([F:30])([F:29])[F:28])=[CH:23][CH:22]=3)=[N:18][C:17]=2[CH:31]([CH3:33])[CH3:32])[CH3:15])=[CH:8][C:7]=1[CH3:34].[OH-].[Na+].Cl. (8) The reactants are: [CH3:1][C:2]1[CH:3]=[C:4]([CH:8]=[C:9]([CH3:14])[C:10]=1[N+:11]([O-:13])=[O:12])[C:5](O)=[O:6].B#B.O. Given the product [CH3:14][C:9]1[CH:8]=[C:4]([CH2:5][OH:6])[CH:3]=[C:2]([CH3:1])[C:10]=1[N+:11]([O-:13])=[O:12], predict the reactants needed to synthesize it.